From a dataset of Full USPTO retrosynthesis dataset with 1.9M reactions from patents (1976-2016). Predict the reactants needed to synthesize the given product. Given the product [CH3:23][C:13]1[S:14][C:15]([C:16]2[CH:17]=[C:18]([CH3:22])[CH:19]=[CH:20][CH:21]=2)=[C:11]([C:9]([N:8]2[CH2:7][C@H:6]3[C@H:4]([CH2:5]3)[C@H:3]2[CH2:2][NH:1][C:34]([C:33]2[C:27]3[O:26][C:25]([CH3:37])([CH3:24])[CH2:29][C:28]=3[CH:30]=[CH:31][CH:32]=2)=[O:35])=[O:10])[N:12]=1, predict the reactants needed to synthesize it. The reactants are: [NH2:1][CH2:2][C@H:3]1[N:8]([C:9]([C:11]2[N:12]=[C:13]([CH3:23])[S:14][C:15]=2[C:16]2[CH:17]=[C:18]([CH3:22])[CH:19]=[CH:20][CH:21]=2)=[O:10])[CH2:7][C@H:6]2[C@@H:4]1[CH2:5]2.[CH3:24][C:25]1([CH3:37])[CH2:29][C:28]2[CH:30]=[CH:31][CH:32]=[C:33]([C:34](O)=[O:35])[C:27]=2[O:26]1.